From a dataset of Reaction yield outcomes from USPTO patents with 853,638 reactions. Predict the reaction yield, written as a fraction of the theoretical maximum amount of product (1.0 means a 100% yield; for example, 0.34 means a 34% yield). (1) The catalyst is C(Cl)Cl.CC(O)C. The product is [F:30][C:24]1[CH:25]=[CH:26][CH:27]=[C:28]([F:29])[C:23]=1[NH:22][C:20](=[O:21])[C:19]1[CH:31]=[CH:32][CH:33]=[C:17]([C:9]2[N:10]=[C:11]3[CH:16]=[CH:15][CH:14]=[CH:13][N:12]3[C:8]=2[C:6]2[CH:5]=[CH:4][N:3]=[C:2]([NH:52][C:37]3[CH:38]=[CH:39][C:40]([CH:42]4[CH2:43][CH2:44][N:45]([CH2:48][CH:49]([CH3:51])[CH3:50])[CH2:46][CH2:47]4)=[CH:41][C:36]=3[O:35][CH3:34])[N:7]=2)[CH:18]=1. The yield is 0.540. The reactants are Cl[C:2]1[N:7]=[C:6]([C:8]2[N:12]3[CH:13]=[CH:14][CH:15]=[CH:16][C:11]3=[N:10][C:9]=2[C:17]2[CH:18]=[C:19]([CH:31]=[CH:32][CH:33]=2)[C:20]([NH:22][C:23]2[C:28]([F:29])=[CH:27][CH:26]=[CH:25][C:24]=2[F:30])=[O:21])[CH:5]=[CH:4][N:3]=1.[CH3:34][O:35][C:36]1[CH:41]=[C:40]([CH:42]2[CH2:47][CH2:46][N:45]([CH2:48][CH:49]([CH3:51])[CH3:50])[CH2:44][CH2:43]2)[CH:39]=[CH:38][C:37]=1[NH2:52].C1(C)C=CC(S(O)(=O)=O)=CC=1.C[O-].[Na+]. (2) The reactants are [CH2:1]([N:8]1[CH2:14][CH2:13][C@@H:12]([CH3:15])[N:11](C)[CH2:10][CH2:9]1)[C:2]1[CH:7]=[CH:6][CH:5]=[CH:4][CH:3]=1.[CH3:29][C:28]([O:27][C:25](O[C:25]([O:27][C:28]([CH3:31])([CH3:30])[CH3:29])=[O:26])=[O:26])([CH3:31])[CH3:30]. The catalyst is CO. The product is [CH2:1]([N:8]1[CH2:14][CH2:13][C@@H:12]([CH3:15])[N:11]([C:25]([O:27][C:28]([CH3:29])([CH3:30])[CH3:31])=[O:26])[CH2:10][CH2:9]1)[C:2]1[CH:7]=[CH:6][CH:5]=[CH:4][CH:3]=1. The yield is 0.785. (3) The reactants are [Cl:1][C:2]1[CH:7]=[CH:6][C:5]([C:8]2[CH:13]=[CH:12][CH:11]=[CH:10][C:9]=2[C@H:14]([OH:30])[CH:15]2[CH2:20][CH2:19][N:18]([C:21]3[CH:29]=[CH:28][C:24]([C:25](O)=[O:26])=[CH:23][CH:22]=3)[CH2:17][CH2:16]2)=[CH:4][CH:3]=1.C(Cl)CCl.C(N(CC)CC)C.[P:42]([O:54][CH2:55][CH2:56][N:57]([CH2:87][CH3:88])[CH2:58][CH2:59][C@@H:60]([NH:69][C:70]1[CH:75]=[CH:74][C:73]([S:76](=[O:79])(=[O:78])[NH2:77])=[CH:72][C:71]=1[S:80]([C:83]([F:86])([F:85])[F:84])(=[O:82])=[O:81])[CH2:61][S:62][C:63]1[CH:68]=[CH:67][CH:66]=[CH:65][CH:64]=1)([O:49][C:50]([CH3:53])([CH3:52])[CH3:51])([O:44][C:45]([CH3:48])([CH3:47])[CH3:46])=[O:43]. The catalyst is CN(C1C=CN=CC=1)C.C(Cl)Cl. The product is [P:42]([O:54][CH2:55][CH2:56][N:57]([CH2:58][CH2:59][C@@H:60]([NH:69][C:70]1[CH:75]=[CH:74][C:73]([S:76](=[O:79])(=[O:78])[NH:77][C:25](=[O:26])[C:24]2[CH:28]=[CH:29][C:21]([N:18]3[CH2:19][CH2:20][CH:15]([C@H:14]([C:9]4[CH:10]=[CH:11][CH:12]=[CH:13][C:8]=4[C:5]4[CH:4]=[CH:3][C:2]([Cl:1])=[CH:7][CH:6]=4)[OH:30])[CH2:16][CH2:17]3)=[CH:22][CH:23]=2)=[CH:72][C:71]=1[S:80]([C:83]([F:85])([F:86])[F:84])(=[O:82])=[O:81])[CH2:61][S:62][C:63]1[CH:68]=[CH:67][CH:66]=[CH:65][CH:64]=1)[CH2:87][CH3:88])([O:44][C:45]([CH3:46])([CH3:48])[CH3:47])([O:49][C:50]([CH3:53])([CH3:52])[CH3:51])=[O:43]. The yield is 0.590. (4) The product is [NH2:12][C:5]1[C:6]([C:8]([O:10][CH3:11])=[O:9])=[N:7][CH:2]=[N:3][C:4]=1[CH:15]([CH3:17])[CH3:16]. The reactants are Cl[C:2]1[N:7]=[C:6]([C:8]([O:10][CH3:11])=[O:9])[C:5]([N+:12]([O-])=O)=[C:4]([C:15]([CH3:17])=[CH2:16])[N:3]=1. The catalyst is [Pd].CCO. The yield is 0.450. (5) The reactants are [Cl:1][C:2]1[N:7]=[C:6](Cl)[C:5]([O:9][CH3:10])=[CH:4][N:3]=1.C([O-])([O-])=O.[K+].[K+].[CH2:17]([OH:20])[CH:18]=[CH2:19]. The catalyst is C(Cl)Cl. The product is [Cl:1][C:2]1[N:7]=[C:6]([O:20][CH2:17][CH:18]=[CH2:19])[C:5]([O:9][CH3:10])=[CH:4][N:3]=1. The yield is 0.997.